This data is from Forward reaction prediction with 1.9M reactions from USPTO patents (1976-2016). The task is: Predict the product of the given reaction. (1) Given the reactants [C:1]1([CH2:7][CH:8]=O)[CH:6]=[CH:5][CH:4]=[CH:3][CH:2]=1.[C:10]1([CH2:16][CH2:17][NH2:18])[CH:15]=[CH:14][CH:13]=[CH:12][CH:11]=1.C(O[BH-](OC(=O)C)OC(=O)C)(=O)C.[Na+], predict the reaction product. The product is: [CH2:8]([NH:18][CH2:17][CH2:16][C:10]1[CH:15]=[CH:14][CH:13]=[CH:12][CH:11]=1)[CH2:7][C:1]1[CH:6]=[CH:5][CH:4]=[CH:3][CH:2]=1. (2) Given the reactants [Br:1][C:2]1[CH:3]=[C:4]([Br:12])[C:5]2[O:9][C:8](=[O:10])[NH:7][C:6]=2[CH:11]=1.[CH3:13][C:14]1[CH:19]=[CH:18][C:17]([NH:20][C:21](=[O:32])[C:22]2[CH:27]=[CH:26][CH:25]=[C:24]([C:28]([F:31])([F:30])[F:29])[CH:23]=2)=[CH:16][C:15]=1B1OC(C)(C)C(C)(C)O1.C([O-])([O-])=O.[Na+].[Na+].C(Cl)Cl, predict the reaction product. The product is: [Br:1][C:2]1[CH:3]=[C:4]([C:15]2[CH:16]=[C:17]([NH:20][C:21](=[O:32])[C:22]3[CH:27]=[CH:26][CH:25]=[C:24]([C:28]([F:30])([F:29])[F:31])[CH:23]=3)[CH:18]=[CH:19][C:14]=2[CH3:13])[C:5]2[O:9][C:8](=[O:10])[NH:7][C:6]=2[CH:11]=1.[Br:12][C:4]1[C:5]2[O:9][C:8](=[O:10])[NH:7][C:6]=2[CH:11]=[C:2]([C:15]2[CH:16]=[C:17]([NH:20][C:21](=[O:32])[C:22]3[CH:27]=[CH:26][CH:25]=[C:24]([C:28]([F:30])([F:29])[F:31])[CH:23]=3)[CH:18]=[CH:19][C:14]=2[CH3:13])[CH:3]=1.